Predict the reactants needed to synthesize the given product. From a dataset of Full USPTO retrosynthesis dataset with 1.9M reactions from patents (1976-2016). (1) Given the product [CH2:9]([N:8]1[C:7]2[CH:6]=[N:5][C:4]([C:11](=[O:13])[CH3:12])=[CH:3][C:2]=2[N:1]=[C:25]1[CH2:24][N:20]1[CH:21]=[CH:22][N:23]=[C:19]1[C:15]1[S:14][CH:18]=[CH:17][N:16]=1)[CH3:10], predict the reactants needed to synthesize it. The reactants are: [NH2:1][C:2]1[C:7]([NH:8][CH2:9][CH3:10])=[CH:6][N:5]=[C:4]([C:11](=[O:13])[CH3:12])[CH:3]=1.[S:14]1[CH:18]=[CH:17][N:16]=[C:15]1[C:19]1[N:20]([CH2:24][C:25](O)=O)[CH:21]=[CH:22][N:23]=1.CCN=C=NCCCN(C)C.N1C=CC=CC=1. (2) Given the product [Br:1][C:2]1[CH:3]=[C:4]([NH2:12])[C:5]2[C:6]([F:11])=[N:7][NH:8][C:9]=2[CH:10]=1, predict the reactants needed to synthesize it. The reactants are: [Br:1][C:2]1[CH:10]=[C:9]2[C:5]([C:6]([F:11])=[N:7][NH:8]2)=[C:4]([N+:12]([O-])=O)[CH:3]=1. (3) Given the product [OH:32][C@:25]1([CH2:24][NH:23][C:4]([C:6]2[CH:7]=[C:8]([CH2:19][CH2:20][O:21][CH3:22])[N:9]3[C:14]=2[C:13]([C:15]([F:17])([F:16])[F:18])=[CH:12][CH:11]=[CH:10]3)=[O:5])[CH2:30][CH2:29][CH2:28][C@@H:27]([CH3:31])[CH2:26]1, predict the reactants needed to synthesize it. The reactants are: C(O[C:4]([C:6]1[CH:7]=[C:8]([CH2:19][CH2:20][O:21][CH3:22])[N:9]2[C:14]=1[C:13]([C:15]([F:18])([F:17])[F:16])=[CH:12][CH:11]=[CH:10]2)=[O:5])C.[NH2:23][CH2:24][C@@:25]1([OH:32])[CH2:30][CH2:29][CH2:28][C@@H:27]([CH3:31])[CH2:26]1.CCCCCCCC. (4) The reactants are: O=O.[CH:3]1([OH:11])[CH2:10][CH2:9][CH2:8][CH2:7][CH2:6][CH2:5][CH2:4]1. Given the product [C:3]1(=[O:11])[CH2:10][CH2:9][CH2:8][CH2:7][CH2:6][CH2:5][CH2:4]1, predict the reactants needed to synthesize it. (5) Given the product [C:1]([N:4]1[CH2:5][CH2:6][N:7]([C:10]2[CH:11]=[CH:12][C:13]([NH:16][C:17]3[N:22]=[C:21]([NH:23][CH2:24][CH:25]4[CH2:30][CH2:29][NH:28][CH2:27][CH2:26]4)[C:20]([C:38]([NH2:39])=[O:40])=[CH:19][N:18]=3)=[CH:14][CH:15]=2)[CH2:8][CH2:9]1)(=[O:3])[CH3:2], predict the reactants needed to synthesize it. The reactants are: [C:1]([N:4]1[CH2:9][CH2:8][N:7]([C:10]2[CH:15]=[CH:14][C:13]([NH:16][C:17]3[N:22]=[C:21]([NH:23][CH2:24][CH:25]4[CH2:30][CH2:29][N:28](C(OC(C)(C)C)=O)[CH2:27][CH2:26]4)[C:20]([C:38](=[O:40])[NH2:39])=[CH:19][N:18]=3)=[CH:12][CH:11]=2)[CH2:6][CH2:5]1)(=[O:3])[CH3:2]. (6) Given the product [C:20]([O:19][C@@H:12]1[C@H:11]([O:23][CH2:24][C:25]2[CH:30]=[CH:29][CH:28]=[CH:27][CH:26]=2)[C@@:10]([C:9]#[C:8][Si:3]([CH2:4][CH3:5])([CH2:6][CH3:7])[CH2:1][CH3:2])([CH2:31][O:32][CH2:33][C:34]2[CH:39]=[CH:38][CH:37]=[CH:36][CH:35]=2)[O:18][C@H:13]1[N:42]1[CH:41]=[N:49][C:48]2[C:43]1=[N:44][C:45]([NH2:50])=[N:46][C:47]=2[NH2:53])(=[O:22])[CH3:21], predict the reactants needed to synthesize it. The reactants are: [CH2:1]([Si:3]([C:8]#[C:9][C@:10]1([CH2:31][O:32][CH2:33][C:34]2[CH:39]=[CH:38][CH:37]=[CH:36][CH:35]=2)[O:18][CH:13](OC(=O)C)[C@H:12]([O:19][C:20](=[O:22])[CH3:21])[C@@H:11]1[O:23][CH2:24][C:25]1[CH:30]=[CH:29][CH:28]=[CH:27][CH:26]=1)([CH2:6][CH3:7])[CH2:4][CH3:5])[CH3:2].N[C:41]1[NH:49][C:48]2[C:43](=[N:44][C:45]([NH2:50])=[N:46][CH:47]=2)[N:42]=1.C/C(/O[Si](C)(C)C)=[N:53]\[Si](C)(C)C.FC(F)(F)S(O[Si](C)(C)C)(=O)=O.C(=O)([O-])O.[Na+]. (7) Given the product [OH:1][C:2]1[CH:11]=[C:10]2[C:5]([CH2:6][CH2:7][CH2:8][N:9]2[CH2:12][CH2:13][CH2:14][S:15]([O-:18])(=[O:17])=[O:16])=[CH:4][CH:3]=1.[CH2:19]([NH+:21]([CH2:24][CH3:25])[CH2:22][CH3:23])[CH3:20], predict the reactants needed to synthesize it. The reactants are: [OH:1][C:2]1[CH:11]=[C:10]2[C:5]([CH:6]=[CH:7][CH2:8][N+:9]2=[CH:12][CH2:13][CH2:14][S:15]([O-:18])(=[O:17])=[O:16])=[CH:4][CH:3]=1.[CH2:19]([N:21]([CH2:24][CH3:25])[CH2:22][CH3:23])[CH3:20]. (8) Given the product [NH2:1][C:4]1[CH:9]=[CH:8][C:7]([P:10](=[O:17])([O:11][CH2:12][CH3:13])[O:14][CH2:15][CH3:16])=[CH:6][CH:5]=1, predict the reactants needed to synthesize it. The reactants are: [N+:1]([C:4]1[CH:9]=[CH:8][C:7]([P:10](=[O:17])([O:14][CH2:15][CH3:16])[O:11][CH2:12][CH3:13])=[CH:6][CH:5]=1)([O-])=O. (9) Given the product [C:26]([O:29][CH2:30][CH3:31])(=[O:28])[CH3:27].[CH:6]([O:25][CH:22]([CH3:21])[CH3:23])([CH3:8])[CH3:7], predict the reactants needed to synthesize it. The reactants are: [OH-].[Na+].C(OC([O-])=O)(O[C:6](C)([CH3:8])[CH3:7])=O.C1C2[CH:21]=[C:22]([OH:25])[CH:23]=CC=2CCCN1.[C:26]([O:29][CH2:30][CH3:31])(=[O:28])[CH3:27].